This data is from Peptide-MHC class I binding affinity with 185,985 pairs from IEDB/IMGT. The task is: Regression. Given a peptide amino acid sequence and an MHC pseudo amino acid sequence, predict their binding affinity value. This is MHC class I binding data. (1) The peptide sequence is IQTPTKLMNK. The MHC is HLA-A68:01 with pseudo-sequence HLA-A68:01. The binding affinity (normalized) is 0. (2) The peptide sequence is PLTNQRYRV. The MHC is HLA-B57:01 with pseudo-sequence HLA-B57:01. The binding affinity (normalized) is 0.0847. (3) The peptide sequence is TYIGSLPGK. The MHC is HLA-A11:01 with pseudo-sequence HLA-A11:01. The binding affinity (normalized) is 0.719.